Dataset: Full USPTO retrosynthesis dataset with 1.9M reactions from patents (1976-2016). Task: Predict the reactants needed to synthesize the given product. (1) Given the product [C:1]([N:4]1[CH2:9][CH2:8][C:7]2[N:10]([CH:26]3[CH2:31][CH2:30][O:29][CH2:28][CH2:27]3)[N:11]=[C:12]([N:13]3[C:22]4[C:17](=[CH:18][C:19]([C:68]5[CH:67]=[N:66][CH:71]=[CH:70][CH:69]=5)=[C:20]([C:23]#[N:24])[CH:21]=4)[CH2:16][CH2:15][CH2:14]3)[C:6]=2[CH2:5]1)(=[O:3])[CH3:2], predict the reactants needed to synthesize it. The reactants are: [C:1]([N:4]1[CH2:9][CH2:8][C:7]2[N:10]([CH:26]3[CH2:31][CH2:30][O:29][CH2:28][CH2:27]3)[N:11]=[C:12]([N:13]3[C:22]4[C:17](=[CH:18][C:19](Br)=[C:20]([C:23]#[N:24])[CH:21]=4)[CH2:16][CH2:15][CH2:14]3)[C:6]=2[CH2:5]1)(=[O:3])[CH3:2].C1(P(C2CCCCC2)C2C=CC=CC=2C2C(C(C)C)=CC(C(C)C)=CC=2C(C)C)CCCCC1.[N:66]1[CH:71]=[CH:70][CH:69]=[C:68](B(O)O)[CH:67]=1.C([O-])([O-])=O.[Na+].[Na+]. (2) Given the product [CH2:14]([NH:32][C:33](=[O:39])[CH2:34][CH2:35][C:36]([O:38][CH3:5])=[O:37])[CH2:15][CH2:16][CH2:17][CH2:18][CH2:19][CH2:20][CH2:21][CH2:22][CH2:23][CH2:24][CH2:25][CH2:26][CH2:27][CH2:28][CH2:29][CH2:30][CH3:31], predict the reactants needed to synthesize it. The reactants are: S(OC)(O[CH3:5])(=O)=O.C([O-])([O-])=O.[K+].[K+].[CH2:14]([NH:32][C:33](=[O:39])[CH2:34][CH2:35][C:36]([OH:38])=[O:37])[CH2:15][CH2:16][CH2:17][CH2:18][CH2:19][CH2:20][CH2:21][CH2:22][CH2:23][CH2:24][CH2:25][CH2:26][CH2:27][CH2:28][CH2:29][CH2:30][CH3:31]. (3) Given the product [CH2:27]([NH:31][C:4](=[O:3])[CH2:5][C:6]1[N:7]=[C:8]([NH:11][C:12]2[CH:17]=[CH:16][C:15]([N:18]3[CH:22]=[C:21]([CH3:23])[N:20]=[CH:19]3)=[C:14]([O:24][CH3:25])[CH:13]=2)[S:9][CH:10]=1)[CH2:28][CH2:29][CH3:30], predict the reactants needed to synthesize it. The reactants are: C([O:3][C:4](=O)[CH2:5][C:6]1[N:7]=[C:8]([NH:11][C:12]2[CH:17]=[CH:16][C:15]([N:18]3[CH:22]=[C:21]([CH3:23])[N:20]=[CH:19]3)=[C:14]([O:24][CH3:25])[CH:13]=2)[S:9][CH:10]=1)C.[CH2:27]([NH2:31])[CH2:28][CH2:29][CH3:30]. (4) Given the product [Br:1][C:2]1[CH:7]=[CH:6][C:5]([C:8]2[C:13]([C:14]([NH:27][CH3:26])=[O:15])=[C:12]([CH3:17])[N:11]=[CH:10][CH:9]=2)=[C:4]([F:18])[C:3]=1[F:19], predict the reactants needed to synthesize it. The reactants are: [Br:1][C:2]1[CH:7]=[CH:6][C:5]([C:8]2[C:13]([C:14](O)=[O:15])=[C:12]([CH3:17])[N:11]=[CH:10][CH:9]=2)=[C:4]([F:18])[C:3]=1[F:19].C(Cl)(=O)C(Cl)=O.[CH3:26][N:27](C=O)C.Cl.CN.C(N(CC)CC)C. (5) Given the product [CH3:1][C:2]([O:5][C:6]([NH:8][C@H:9]([C:11]([NH:13][C@@H:14]([C@@H:21]([CH3:24])[CH2:22][CH3:23])/[CH:15]=[CH:16]/[C:17]([OH:19])=[O:18])=[O:12])[CH3:10])=[O:7])([CH3:3])[CH3:4], predict the reactants needed to synthesize it. The reactants are: [CH3:1][C:2]([O:5][C:6]([NH:8][C@H:9]([C:11]([NH:13][C@@H:14]([C@@H:21]([CH3:24])[CH2:22][CH3:23])/[CH:15]=[CH:16]/[C:17]([O:19]C)=[O:18])=[O:12])[CH3:10])=[O:7])([CH3:4])[CH3:3].[Li+].[OH-].Cl. (6) Given the product [CH:11]([C:10]1[C:4]2[C:5](=[N:6][CH:7]=[C:2]([C:25]3[CH:26]=[C:27]([NH:31][C:32](=[O:35])[CH2:33][CH3:34])[CH:28]=[N:29][CH:30]=3)[CH:3]=2)[N:8]([CH:13]2[CH2:18][CH2:17][CH2:16][CH2:15][O:14]2)[N:9]=1)=[O:12], predict the reactants needed to synthesize it. The reactants are: Br[C:2]1[CH:3]=[C:4]2[C:10]([CH:11]=[O:12])=[N:9][N:8]([CH:13]3[CH2:18][CH2:17][CH2:16][CH2:15][O:14]3)[C:5]2=[N:6][CH:7]=1.CC([O-])=O.[K+].Br[C:25]1[CH:26]=[C:27]([NH:31][C:32](=[O:35])[CH2:33][CH3:34])[CH:28]=[N:29][CH:30]=1.P([O-])([O-])([O-])=O.[K+].[K+].[K+].